Dataset: Catalyst prediction with 721,799 reactions and 888 catalyst types from USPTO. Task: Predict which catalyst facilitates the given reaction. (1) Reactant: Br[C:2]1[C:3](=[O:19])[N:4]([C:9]2[CH:14]=[CH:13][CH:12]=[C:11]([C:15]([F:18])([F:17])[F:16])[CH:10]=2)[C:5]([CH3:8])=[CH:6][N:7]=1.C1C=CC(P(C2C=CC=CC=2)C2C=CC=CC=2)=CC=1.[CH3:39][S:40]([C:43]1[CH:44]=[CH:45][C:46](N)=[N:47][CH:48]=1)(=[O:42])=[O:41].[CH2:50]([N:52]([CH2:55]C)CC)C.C[OH:58]. Product: [CH3:8][C:5]1[N:4]([C:9]2[CH:14]=[CH:13][CH:12]=[C:11]([C:15]([F:18])([F:17])[F:16])[CH:10]=2)[C:3](=[O:19])[C:2]([C:50]([NH:52][CH2:55][C:46]2[CH:45]=[CH:44][C:43]([S:40]([CH3:39])(=[O:42])=[O:41])=[CH:48][N:47]=2)=[O:58])=[N:7][CH:6]=1. The catalyst class is: 318. (2) Reactant: [CH2:1]([O:5][CH2:6][C:7]1[CH:14]=[CH:13][C:10]([CH2:11]N)=[CH:9][CH:8]=1)[CH2:2][CH2:3][CH3:4].C(O)(=[O:17])C.N([O-])=O.[Na+].C(=O)([O-])[O-].[K+].[K+]. Product: [CH2:1]([O:5][CH2:6][C:7]1[CH:14]=[CH:13][C:10]([CH2:11][OH:17])=[CH:9][CH:8]=1)[CH2:2][CH2:3][CH3:4]. The catalyst class is: 24.